From a dataset of Catalyst prediction with 721,799 reactions and 888 catalyst types from USPTO. Predict which catalyst facilitates the given reaction. (1) Reactant: [C:1]([O:4][C@H:5]([C:8]#[C:9][C:10]#[C:11][C@H:12]([OH:22])[CH2:13][CH2:14][CH2:15][CH2:16][CH2:17][CH2:18][CH2:19][CH2:20][CH3:21])[CH:6]=[CH2:7])(=[O:3])[CH3:2].C(N(CC)CC)C.[CH3:30][S:31](Cl)(=[O:33])=[O:32]. Product: [C:1]([O:4][C@H:5]([C:8]#[C:9][C:10]#[C:11][C@H:12]([O:22][S:31]([CH3:30])(=[O:33])=[O:32])[CH2:13][CH2:14][CH2:15][CH2:16][CH2:17][CH2:18][CH2:19][CH2:20][CH3:21])[CH:6]=[CH2:7])(=[O:3])[CH3:2]. The catalyst class is: 2. (2) Reactant: [Si:1]([O:8][CH2:9][C:10]1[N:11]([CH3:26])[C:12]2[C:17]([CH:18]=1)=[CH:16][C:15]1[C:19](=O)[CH2:20][CH2:21][CH2:22][CH:23]([CH3:24])[C:14]=1[CH:13]=2)([C:4]([CH3:7])([CH3:6])[CH3:5])([CH3:3])[CH3:2].[CH3:27][O:28][C:29]1[CH:36]=[C:35]([O:37][CH3:38])[CH:34]=[CH:33][C:30]=1[CH2:31][NH2:32].CCN(CC)CC. Product: [Si:1]([O:8][CH2:9][C:10]1[N:11]([CH3:26])[C:12]2[C:17]([CH:18]=1)=[CH:16][C:15]1[C:19](=[N:32][CH2:31][C:30]3[CH:33]=[CH:34][C:35]([O:37][CH3:38])=[CH:36][C:29]=3[O:28][CH3:27])[CH2:20][CH2:21][CH2:22][CH:23]([CH3:24])[C:14]=1[CH:13]=2)([C:4]([CH3:5])([CH3:6])[CH3:7])([CH3:2])[CH3:3]. The catalyst class is: 388. (3) Reactant: [O:1]=[C:2]1[N:7]([C:8]2[CH:13]=[CH:12][C:11]([NH:14][C:15]3[N:20]=[C:19]([C:21]4[CH:29]=[CH:28][C:24]([C:25](O)=[O:26])=[CH:23][CH:22]=4)[CH:18]=[CH:17][N:16]=3)=[CH:10][CH:9]=2)[CH2:6][CH2:5][O:4][CH2:3]1.CN(C(ON1N=NC2C=CC=CC1=2)=[N+](C)C)C.[B-](F)(F)(F)F.Cl.[NH2:53][CH2:54][C:55]([NH2:57])=[O:56].CCN(C(C)C)C(C)C. Product: [NH2:57][C:55](=[O:56])[CH2:54][NH:53][C:25](=[O:26])[C:24]1[CH:28]=[CH:29][C:21]([C:19]2[CH:18]=[CH:17][N:16]=[C:15]([NH:14][C:11]3[CH:10]=[CH:9][C:8]([N:7]4[CH2:6][CH2:5][O:4][CH2:3][C:2]4=[O:1])=[CH:13][CH:12]=3)[N:20]=2)=[CH:22][CH:23]=1. The catalyst class is: 374. (4) Reactant: [F:1][C:2]1[CH:3]=[C:4]2[C:8](=[CH:9][CH:10]=1)[NH:7][CH:6]=[CH:5]2.[CH2:11]1[O:21][C:14]2([CH2:19][CH2:18][C:17](=O)[CH2:16][CH2:15]2)[O:13][CH2:12]1.[OH-].[K+]. Product: [O:13]1[C:14]2([CH2:19][CH2:18][C:17]([C:5]3[C:4]4[C:8](=[CH:9][CH:10]=[C:2]([F:1])[CH:3]=4)[NH:7][CH:6]=3)=[CH:16][CH2:15]2)[O:21][CH2:11][CH2:12]1. The catalyst class is: 5. (5) Product: [F:1][C:2]1[CH:3]=[C:4]([S:9]([C:12]2[CH:19]=[C:16]3[C:15](=[CH:14][CH:13]=2)[NH:20][N:18]=[C:17]3[NH2:24])(=[O:11])=[O:10])[CH:5]=[C:6]([F:8])[CH:7]=1. Reactant: [F:1][C:2]1[CH:3]=[C:4]([S:9]([C:12]2[CH:13]=[CH:14][C:15]([N+:20]([O-])=O)=[C:16]([CH:19]=2)[C:17]#[N:18])(=[O:11])=[O:10])[CH:5]=[C:6]([F:8])[CH:7]=1.O.[NH2:24]N. The catalyst class is: 8. (6) Reactant: [CH3:1][C:2]([Si:5]([C:32]1[CH:37]=[CH:36][CH:35]=[CH:34][CH:33]=1)([C:26]1[CH:31]=[CH:30][CH:29]=[CH:28][CH:27]=1)[O:6][C:7]1[CH:8]=[CH:9][C:10]2[N:14]=[CH:13][N:12]([C:15]3[S:19][C:18]([C:20]([O:22][CH3:23])=[O:21])=[C:17]([OH:24])[CH:16]=3)[C:11]=2[CH:25]=1)([CH3:4])[CH3:3].CC([Si](C1C=CC=CC=1)(C1C=CC=CC=1)OC1C=CC2N(C3SC(C(OC)=O)=C(O)C=3)C=NC=2C=1)(C)C.[F:75][C:76]([F:86])([F:85])[C:77]1[CH:84]=[CH:83][CH:82]=[CH:81][C:78]=1[CH2:79][OH:80].N(C(OC(C)(C)C)=O)=NC(OC(C)(C)C)=O. Product: [F:75][C:76]([F:85])([F:86])[C:77]1[CH:84]=[CH:83][CH:82]=[CH:81][C:78]=1[CH2:79][O:24][C:17]1[CH:16]=[CH:15][S:19][C:18]=1[C:20]([O-:22])=[O:21].[CH3:4][C:2]([Si:5]([C:26]1[CH:31]=[CH:30][CH:29]=[CH:28][CH:27]=1)([C:32]1[CH:33]=[CH:34][CH:35]=[CH:36][CH:37]=1)[O:6][C:7]1[CH:8]=[CH:9][C:10]2[N:14]=[CH:13][N:12]([C:15]3[S:19][C:18]([C:20]([O:22][CH3:23])=[O:21])=[C:17]([O:80][CH2:79][C:78]4[CH:81]=[CH:82][CH:83]=[CH:84][C:77]=4[C:76]([F:85])([F:86])[F:75])[CH:16]=3)[C:11]=2[CH:25]=1)([CH3:1])[CH3:3]. The catalyst class is: 4. (7) Reactant: [Cl:1][C:2]1[N:3]=[CH:4][C:5]([NH:16][CH2:17][CH:18]2[CH2:23][CH2:22][O:21][CH2:20][CH2:19]2)=[N:6][C:7]=1[C:8]1[C:13]([Cl:14])=[CH:12][N:11]=[C:10](F)[CH:9]=1.[C@H:24]1([NH2:31])[CH2:29][CH2:28][C@H:27]([NH2:30])[CH2:26][CH2:25]1. The catalyst class is: 16. Product: [Cl:14][C:13]1[C:8]([C:7]2[C:2]([Cl:1])=[N:3][CH:4]=[C:5]([NH:16][CH2:17][CH:18]3[CH2:23][CH2:22][O:21][CH2:20][CH2:19]3)[N:6]=2)=[CH:9][C:10]([NH:30][C@H:27]2[CH2:28][CH2:29][C@H:24]([NH2:31])[CH2:25][CH2:26]2)=[N:11][CH:12]=1.